This data is from Catalyst prediction with 721,799 reactions and 888 catalyst types from USPTO. The task is: Predict which catalyst facilitates the given reaction. (1) Reactant: [CH:1]([C:3]1[CH:8]=[CH:7][C:6]([CH:9]2[CH2:14][CH2:13][N:12]([C:15]([O:17][C:18]([CH3:21])([CH3:20])[CH3:19])=[O:16])[CH2:11][CH2:10]2)=[CH:5][C:4]=1[OH:22])=O.[Cl:23][C:24]1[C:29]2[N:30]=[C:31]([CH2:33][C:34](OCC)=[O:35])[S:32][C:28]=2[CH:27]=[CH:26][CH:25]=1.N1CCCCC1.C(O)(=O)C. Product: [Cl:23][C:24]1[C:29]2[N:30]=[C:31]([C:33]3[C:34](=[O:35])[O:22][C:4]4[C:3]([CH:1]=3)=[CH:8][CH:7]=[C:6]([CH:9]3[CH2:14][CH2:13][N:12]([C:15]([O:17][C:18]([CH3:19])([CH3:20])[CH3:21])=[O:16])[CH2:11][CH2:10]3)[CH:5]=4)[S:32][C:28]=2[CH:27]=[CH:26][CH:25]=1. The catalyst class is: 14. (2) Reactant: [F:1][C:2]1[CH:7]=[CH:6][CH:5]=[C:4]([F:8])[C:3]=1[C:9]1[NH:10][C:11]2[C:16]([CH:17]=1)=[CH:15][C:14]([NH2:18])=[CH:13][CH:12]=2.Cl[C:20]1[CH:25]=[CH:24][C:23]([O:26][CH3:27])=[CH:22][C:21]=1[N+:28]([O-:30])=[O:29].C([O-])([O-])=O.[K+].[K+]. Product: [F:1][C:2]1[CH:7]=[CH:6][CH:5]=[C:4]([F:8])[C:3]=1[C:9]1[NH:10][C:11]2[C:16]([CH:17]=1)=[CH:15][C:14]([NH:18][C:20]1[CH:25]=[CH:24][C:23]([O:26][CH3:27])=[CH:22][C:21]=1[N+:28]([O-:30])=[O:29])=[CH:13][CH:12]=2. The catalyst class is: 110.